This data is from Reaction yield outcomes from USPTO patents with 853,638 reactions. The task is: Predict the reaction yield, written as a fraction of the theoretical maximum amount of product (1.0 means a 100% yield; for example, 0.34 means a 34% yield). (1) The reactants are [CH3:1][O:2][C:3](=[O:16])[C@H:4]([CH2:6][C:7]1[C:15]2[C:10](=[CH:11][CH:12]=[CH:13][CH:14]=2)[NH:9][CH:8]=1)[NH2:5].[CH:17](=O)[C:18]1[CH:23]=[CH:22][CH:21]=[CH:20][CH:19]=1.[OH-].[Na+]. The catalyst is C1C=CC=CC=1.FC(F)(F)C(O)=O.O. The product is [C:18]1([CH:17]2[C:8]3[NH:9][C:10]4[C:15](=[CH:14][CH:13]=[CH:12][CH:11]=4)[C:7]=3[CH2:6][C@@H:4]([C:3]([O:2][CH3:1])=[O:16])[NH:5]2)[CH:23]=[CH:22][CH:21]=[CH:20][CH:19]=1. The yield is 0.800. (2) The reactants are [C:1](=O)(ON1C(=O)CCC1=O)[O:2][CH:3]1[CH2:10][CH2:9][CH2:8][CH:7]=[CH:6][CH2:5][CH2:4]1.[F-:20].[CH2:21]([N+](CCCC)(CCCC)CCCC)CCC.C1(N=C=NC2CCCCC2)CCCCC1. The catalyst is C1COCC1. The product is [F:20][CH2:21][CH2:1][O:2][CH:3]1[CH2:10][CH2:9][CH2:8][CH:7]=[CH:6][CH2:5][CH2:4]1. The yield is 0.910. (3) The reactants are [C:1]1(B(O)O)[CH:6]=[CH:5][CH:4]=[CH:3][CH:2]=1.Br[C:11]1[CH:12]=[C:13]2[C:17](=[CH:18][CH:19]=1)[NH:16][CH:15]=[C:14]2[CH2:20][CH2:21][NH:22][C:23](=[O:38])[C:24]1[CH:29]=[CH:28][C:27]([CH2:30][C:31]2[CH:36]=[CH:35][CH:34]=[C:33]([F:37])[CH:32]=2)=[CH:26][CH:25]=1.C(=O)([O-])[O-].[Na+].[Na+]. The catalyst is COCCOC.O.C1C=CC([P]([Pd]([P](C2C=CC=CC=2)(C2C=CC=CC=2)C2C=CC=CC=2)([P](C2C=CC=CC=2)(C2C=CC=CC=2)C2C=CC=CC=2)[P](C2C=CC=CC=2)(C2C=CC=CC=2)C2C=CC=CC=2)(C2C=CC=CC=2)C2C=CC=CC=2)=CC=1. The product is [F:37][C:33]1[CH:32]=[C:31]([CH:36]=[CH:35][CH:34]=1)[CH2:30][C:27]1[CH:28]=[CH:29][C:24]([C:23]([NH:22][CH2:21][CH2:20][C:14]2[C:13]3[C:17](=[CH:18][CH:19]=[C:11]([C:1]4[CH:6]=[CH:5][CH:4]=[CH:3][CH:2]=4)[CH:12]=3)[NH:16][CH:15]=2)=[O:38])=[CH:25][CH:26]=1. The yield is 0.160. (4) The reactants are C(O[C:6]([N:8]1[CH2:13][CH2:12][N:11](C2C(=O)N(CC(C)C)N=C(C3C=CC(C)=C(F)C=3)C=2C)[CH2:10][CH2:9]1)=O)(C)(C)C.[F:34][C:35]1[CH:63]=[CH:62][C:38]([CH2:39][N:40]2[C:45](=[O:46])[C:44]([CH2:47]OS(C)(=O)=O)=[CH:43][C:42]([C:53]3[CH:58]=[CH:57][C:56]([O:59][CH3:60])=[C:55]([F:61])[CH:54]=3)=[N:41]2)=[CH:37][CH:36]=1.CN1CCNCC1. No catalyst specified. The product is [F:34][C:35]1[CH:63]=[CH:62][C:38]([CH2:39][N:40]2[C:45](=[O:46])[C:44]([CH2:47][N:11]3[CH2:12][CH2:13][N:8]([CH3:6])[CH2:9][CH2:10]3)=[CH:43][C:42]([C:53]3[CH:58]=[CH:57][C:56]([O:59][CH3:60])=[C:55]([F:61])[CH:54]=3)=[N:41]2)=[CH:37][CH:36]=1. The yield is 0.458. (5) The reactants are [OH:1][C:2]1[CH:7]=[CH:6][C:5]([NH:8][CH2:9][C:10]([OH:12])=[O:11])=[CH:4][CH:3]=1.Cl[C:14]([O:16][CH2:17][C:18]1[CH:23]=[CH:22][CH:21]=[CH:20][CH:19]=1)=[O:15].O. The catalyst is CN1CCCC1=O. The product is [CH2:17]([O:16][C:14]([N:8]([C:5]1[CH:6]=[CH:7][C:2]([OH:1])=[CH:3][CH:4]=1)[CH2:9][C:10]([OH:12])=[O:11])=[O:15])[C:18]1[CH:23]=[CH:22][CH:21]=[CH:20][CH:19]=1. The yield is 0.750. (6) The reactants are [Cl:1][C:2]1[N:3]=[C:4](Cl)[C:5]2[S:10][CH:9]=[CH:8][C:6]=2[N:7]=1.C([Sn](CCCC)(CCCC)[C:17]1[O:18][CH:19]=[CH:20][CH:21]=1)CCC. The catalyst is CN(C=O)C.Cl[Pd](Cl)([P](C1C=CC=CC=1)(C1C=CC=CC=1)C1C=CC=CC=1)[P](C1C=CC=CC=1)(C1C=CC=CC=1)C1C=CC=CC=1. The product is [Cl:1][C:2]1[N:3]=[C:4]([C:17]2[O:18][CH:19]=[CH:20][CH:21]=2)[C:5]2[S:10][CH:9]=[CH:8][C:6]=2[N:7]=1. The yield is 0.520. (7) The reactants are [F:1][C:2]1[CH:9]=[CH:8][CH:7]=[C:6]([N+:10]([O-])=O)[C:3]=1[CH:4]=O.[CH3:13][Si:14]([CH3:21])([CH3:20])[C:15]#[C:16][CH2:17][CH2:18][NH2:19]. The catalyst is C1(C)C=CC=CC=1. The product is [F:1][C:2]1[C:3]2[C:6]([CH:7]=[CH:8][CH:9]=1)=[N:10][N:19]([CH2:18][CH2:17][C:16]#[C:15][Si:14]([CH3:21])([CH3:20])[CH3:13])[CH:4]=2. The yield is 0.520.